Dataset: Full USPTO retrosynthesis dataset with 1.9M reactions from patents (1976-2016). Task: Predict the reactants needed to synthesize the given product. (1) The reactants are: [NH:1]1[C:9]2[C:4](=[CH:5][C:6]([C:10]([OH:12])=O)=[CH:7][CH:8]=2)[CH:3]=[CH:2]1.O[N:14]=[C:15]([NH2:22])[C:16]1[CH:21]=[CH:20][CH:19]=[N:18][CH:17]=1.N. Given the product [NH:1]1[C:9]2[C:4](=[CH:5][C:6]([C:10]3[O:12][N:22]=[C:15]([C:16]4[CH:17]=[N:18][CH:19]=[CH:20][CH:21]=4)[N:14]=3)=[CH:7][CH:8]=2)[CH:3]=[CH:2]1, predict the reactants needed to synthesize it. (2) Given the product [Br:26][C:27]1[CH:28]=[C:29]([CH2:37][C:38]([O:40][CH3:41])=[O:39])[CH:30]=[C:31]([S:33]([N:12]2[CH2:13][CH2:14][N:9]([CH2:8][C:7]3[CH:15]=[CH:16][C:4]([O:3][C:2]([F:1])([F:17])[F:18])=[CH:5][CH:6]=3)[CH2:10][CH2:11]2)(=[O:35])=[O:34])[CH:32]=1, predict the reactants needed to synthesize it. The reactants are: [F:1][C:2]([F:18])([F:17])[O:3][C:4]1[CH:16]=[CH:15][C:7]([CH2:8][N:9]2[CH2:14][CH2:13][NH:12][CH2:11][CH2:10]2)=[CH:6][CH:5]=1.C(N(CC)CC)C.[Br:26][C:27]1[CH:28]=[C:29]([CH2:37][C:38]([O:40][CH3:41])=[O:39])[CH:30]=[C:31]([S:33](Cl)(=[O:35])=[O:34])[CH:32]=1.